Dataset: Forward reaction prediction with 1.9M reactions from USPTO patents (1976-2016). Task: Predict the product of the given reaction. Given the reactants [F:1][C:2]([F:22])([F:21])[C:3]1[CH:20]=[CH:19][C:6]([CH2:7][N:8]2[CH:12]=[CH:11][C:10]3[S:13][CH:14]=[C:15]([C:16](O)=[O:17])[C:9]2=3)=[CH:5][CH:4]=1.C[O:24][C:25](=[O:36])[C:26]1[CH:31]=[CH:30][C:29]([C:32]2([NH2:35])[CH2:34][CH2:33]2)=[CH:28][CH:27]=1.CN(C(ON1N=NC2C=CC=NC1=2)=[N+](C)C)C.F[P-](F)(F)(F)(F)F.N(CC)(CCC)CCC.[Li+].[OH-], predict the reaction product. The product is: [F:22][C:2]([F:1])([F:21])[C:3]1[CH:20]=[CH:19][C:6]([CH2:7][N:8]2[CH:12]=[CH:11][C:10]3[S:13][CH:14]=[C:15]([C:16]([NH:35][C:32]4([C:29]5[CH:30]=[CH:31][C:26]([C:25]([OH:24])=[O:36])=[CH:27][CH:28]=5)[CH2:34][CH2:33]4)=[O:17])[C:9]2=3)=[CH:5][CH:4]=1.